From a dataset of Catalyst prediction with 721,799 reactions and 888 catalyst types from USPTO. Predict which catalyst facilitates the given reaction. (1) Reactant: C(OP([CH2:9][C:10]([O:12][CH2:13][CH3:14])=[O:11])(OCC)=O)C.[H-].[Na+].[Cl:17][C:18]1[CH:37]=[C:36]([Cl:38])[CH:35]=[CH:34][C:19]=1[CH2:20][N:21]1[C:25]([CH:26]=O)=[CH:24][C:23]([C:28]2[CH:33]=[CH:32][CH:31]=[CH:30][CH:29]=2)=[N:22]1.[Cl-].[NH4+]. Product: [Cl:17][C:18]1[CH:37]=[C:36]([Cl:38])[CH:35]=[CH:34][C:19]=1[CH2:20][N:21]1[C:25](/[CH:26]=[CH:9]/[C:10]([O:12][CH2:13][CH3:14])=[O:11])=[CH:24][C:23]([C:28]2[CH:33]=[CH:32][CH:31]=[CH:30][CH:29]=2)=[N:22]1. The catalyst class is: 348. (2) Reactant: [C:1]([O:5][C:6](=[O:31])[NH:7][C:8]1([C:12]2[CH:17]=[CH:16][C:15]([C:18](=O)[C:19]([C:24]3[CH:29]=[CH:28][CH:27]=[CH:26][CH:25]=3)=[CH:20]N(C)C)=[CH:14][CH:13]=2)[CH2:11][CH2:10][CH2:9]1)([CH3:4])([CH3:3])[CH3:2].[NH2:32][C:33]([NH2:35])=[NH:34].CO[Na]. Product: [C:1]([O:5][C:6](=[O:31])[NH:7][C:8]1([C:12]2[CH:13]=[CH:14][C:15]([C:18]3[C:19]([C:24]4[CH:29]=[CH:28][CH:27]=[CH:26][CH:25]=4)=[CH:20][N:32]=[C:33]([NH2:35])[N:34]=3)=[CH:16][CH:17]=2)[CH2:9][CH2:10][CH2:11]1)([CH3:4])([CH3:2])[CH3:3]. The catalyst class is: 499.